This data is from Peptide-MHC class I binding affinity with 185,985 pairs from IEDB/IMGT. The task is: Regression. Given a peptide amino acid sequence and an MHC pseudo amino acid sequence, predict their binding affinity value. This is MHC class I binding data. (1) The binding affinity (normalized) is 0. The peptide sequence is LSSGEPHCA. The MHC is HLA-A26:01 with pseudo-sequence HLA-A26:01. (2) The peptide sequence is FSVQRNLPF. The MHC is HLA-A03:01 with pseudo-sequence HLA-A03:01. The binding affinity (normalized) is 0.0847. (3) The peptide sequence is KTMVAFIRK. The MHC is HLA-A11:01 with pseudo-sequence HLA-A11:01. The binding affinity (normalized) is 0.693.